From a dataset of Reaction yield outcomes from USPTO patents with 853,638 reactions. Predict the reaction yield, written as a fraction of the theoretical maximum amount of product (1.0 means a 100% yield; for example, 0.34 means a 34% yield). (1) The reactants are [CH2:1]([N:3]([CH2:19][CH3:20])[CH2:4][CH2:5][N:6]1[CH2:11][CH2:10][C:9]2[NH:12][C:13]([CH:16]=O)=[C:14]([CH3:15])[C:8]=2[C:7]1=[O:18])[CH3:2].[F:21][C:22]1[CH:23]=[C:24]2[C:28](=[C:29]([Br:31])[CH:30]=1)[NH:27][C:26](=[O:32])[CH2:25]2. No catalyst specified. The product is [Br:31][C:29]1[CH:30]=[C:22]([F:21])[CH:23]=[C:24]2[C:28]=1[NH:27][C:26](=[O:32])[C:25]2=[CH:16][C:13]1[NH:12][C:9]2[CH2:10][CH2:11][N:6]([CH2:5][CH2:4][N:3]([CH2:19][CH3:20])[CH2:1][CH3:2])[C:7](=[O:18])[C:8]=2[C:14]=1[CH3:15]. The yield is 0.782. (2) The reactants are [C:1]([C:4]1[N:9]=[C:8]([C:10]2[CH:15]=[CH:14][C:13]([C:16]3[CH:21]=[CH:20][C:19]([CH2:22][C:23](O)=[O:24])=[CH:18][C:17]=3[Cl:26])=[CH:12][CH:11]=2)[C:7]([CH3:27])=[N:6][C:5]=1[CH3:28])(=[O:3])[NH2:2].Cl.CN(C)CCCN=C=NCC.N1(O)C2C=CC=CC=2N=N1.C(N(C(C)C)C(C)C)C.Cl.[NH2:61][CH2:62][C:63]([O:65][CH3:66])=[O:64]. The catalyst is CN(C=O)C. The product is [C:1]([C:4]1[N:9]=[C:8]([C:10]2[CH:15]=[CH:14][C:13]([C:16]3[CH:21]=[CH:20][C:19]([CH2:22][C:23]([NH:61][CH2:62][C:63]([O:65][CH3:66])=[O:64])=[O:24])=[CH:18][C:17]=3[Cl:26])=[CH:12][CH:11]=2)[C:7]([CH3:27])=[N:6][C:5]=1[CH3:28])(=[O:3])[NH2:2]. The yield is 0.900. (3) The reactants are [O:1]1[C:5]2=[CH:6][C:7]3[CH:8]=[C:9]([C:13]([O:15]CC)=[O:14])[NH:10][C:11]=3[CH:12]=[C:4]2[O:3][CH2:2]1.O[Li].O. The catalyst is C(O)C. The product is [O:1]1[C:5]2=[CH:6][C:7]3[CH:8]=[C:9]([C:13]([OH:15])=[O:14])[NH:10][C:11]=3[CH:12]=[C:4]2[O:3][CH2:2]1. The yield is 0.860.